Dataset: Peptide-MHC class I binding affinity with 185,985 pairs from IEDB/IMGT. Task: Regression. Given a peptide amino acid sequence and an MHC pseudo amino acid sequence, predict their binding affinity value. This is MHC class I binding data. The peptide sequence is GVTLFFLSGR. The MHC is HLA-A31:01 with pseudo-sequence HLA-A31:01. The binding affinity (normalized) is 0.